The task is: Predict the reaction yield, written as a fraction of the theoretical maximum amount of product (1.0 means a 100% yield; for example, 0.34 means a 34% yield).. This data is from Reaction yield outcomes from USPTO patents with 853,638 reactions. (1) The yield is 0.420. The product is [I:11][C:7]1[CH:6]=[C:5]2[C:10](=[CH:9][CH:8]=1)[CH2:1][CH2:2][CH2:3][CH2:4]2. The reactants are [CH2:1]1[C:10]2[C:5](=[CH:6][CH:7]=[CH:8][CH:9]=2)[CH2:4][CH2:3][CH2:2]1.[I-:11]. The catalyst is [N+]([O-])([O-])=O.[Ag+].ClCCl. (2) The reactants are [N+:1]([C:4]1[CH:9]=[CH:8][C:7]([C:10](=[O:12])[CH3:11])=[CH:6][CH:5]=1)([O-:3])=[O:2].[N:13]1[CH:18]=[CH:17][C:16]([CH:19]=O)=[CH:15][CH:14]=1.[OH-].[Na+]. The catalyst is O.O.C(O)C. The product is [N+:1]([C:4]1[CH:5]=[CH:6][C:7]([C:10](=[O:12])/[CH:11]=[CH:19]/[C:16]2[CH:17]=[CH:18][N:13]=[CH:14][CH:15]=2)=[CH:8][CH:9]=1)([O-:3])=[O:2]. The yield is 0.250. (3) The reactants are [C:1]1(=O)[CH2:5][CH2:4][CH2:3][CH2:2]1.[C:7](OCC)(=O)[C:8]([O:10][CH2:11][CH3:12])=[O:9].CC([O-])(C)C.[K+].Cl.[NH2:24][NH2:25]. The product is [CH2:11]([O:10][C:8]([C:7]1[C:2]2[CH2:3][CH2:4][CH2:5][C:1]=2[NH:25][N:24]=1)=[O:9])[CH3:12]. The yield is 0.710. The catalyst is CCO.C1COCC1.O. (4) The reactants are [CH:1]([C:4]1[CH:9]=[CH:8][CH:7]=[C:6]([O:10][CH3:11])[CH:5]=1)([CH3:3])[CH3:2].[Br:12]N1C(=O)CCC1=O.O. The catalyst is C(Cl)(Cl)(Cl)Cl. The product is [Br:12][C:9]1[CH:8]=[CH:7][C:6]([O:10][CH3:11])=[CH:5][C:4]=1[CH:1]([CH3:3])[CH3:2]. The yield is 0.810. (5) The reactants are [CH2:1]([C:8]1[S:12][C:11]([CH2:13][NH:14][C:15](=[O:26])[C:16]2[CH:21]=[CH:20][C:19]([NH:22][CH2:23]OC)=[N:18][CH:17]=2)=[CH:10][CH:9]=1)[C:2]1[CH:7]=[CH:6][CH:5]=[CH:4][CH:3]=1.[BH4-].[Na+].O.C(OCC)(=O)C. The catalyst is CS(C)=O.CO. The product is [CH2:1]([C:8]1[S:12][C:11]([CH2:13][NH:14][C:15](=[O:26])[C:16]2[CH:21]=[CH:20][C:19]([NH:22][CH3:23])=[N:18][CH:17]=2)=[CH:10][CH:9]=1)[C:2]1[CH:7]=[CH:6][CH:5]=[CH:4][CH:3]=1. The yield is 0.388.